From a dataset of Drug-target binding data from BindingDB using Kd measurements. Regression. Given a target protein amino acid sequence and a drug SMILES string, predict the binding affinity score between them. We predict pKd (pKd = -log10(Kd in M); higher means stronger binding). Dataset: bindingdb_kd. (1) The small molecule is CSCC[C@H](N)C(=O)N[C@@H](CO)C(=O)NCC(=O)N[C@@H](CCCNC(=N)N)C(=O)NCC(=O)N[C@@H](CCCCN)C(=O)NCC(=O)NCC(=O)N[C@@H](CCCCN)C(=O)NCC(=O)N[C@@H](CC(C)C)C(=O)NCC(=O)N[C@@H](CCCCN)C(=O)NCC(=O)NCC(=O)N[C@@H](C)C(=O)N[C@@H](CCCCN)C(=O)N[C@@H](CCCNC(=N)N)C(=O)N[C@@H](Cc1cnc[nH]1)C(=O)N[C@@H](CCCNC(=N)N)C(=O)N[C@@H](CCCCN)C(=O)N[C@H](C(=O)N[C@@H](CC(C)C)C(=O)N[C@@H](CCCNC(=N)N)C(=O)N[C@@H](CC(=O)O)C(=O)O)C(C)C. The target protein sequence is NPPPPETSNPNKPKRQTNQLQYLLRVVLKTLWKHQFAWPFQQPVDAVKLNLPDYYKIIKTPMDMGTIKKRLENNYYWNAQECIQDFNTMFTNCYIFNKPGDDIVLMAEALEKLFLQKINELPT. The pKd is 5.1. (2) The drug is CC[C@H](C)[C@H](NC(=O)[C@H](Cc1cnc[nH]1)NC(=O)[C@@H]1CCCN1C(=O)[C@H](CC(N)=O)NC(=O)[C@@H](N)CCSC)C(=O)O. The target protein (P45040) has sequence MAIYADNSYSIGNTPLVRLKHFGHNGNVVVKIEGRNPSYSVKCRIGANMVWQAEKDGTLTKGKEIVDATSGNTGIALAYVAAARGYKITLTMPETMSLERKRLLCGLGVNLVLTEGAKGMKGAIAKAEEIVASDPSRYVMLKQFENPANPQIHRETTGPEIWKDTDGKVDVVVAGVGTGGSITGISRAIKLDFGKQITSVAVEPVESPVISQTLAGEEVKPGPHKIQGIGAGFIPKNLDLSIIDRVETVDSDTALATARRLMAEEGILAGISSGAAVAAADRLAKLPEFADKLIVVILPSASERYLSTALFEGIEG. The pKd is 2.1. (3) The small molecule is CO[C@@H]1O[C@H](CO)[C@@H](O[C@@H]2O[C@H](CO)[C@H](O)[C@H](O)[C@H]2O)[C@H](O)[C@H]1O. The target protein sequence is MLAPGSSRVELFKRKNSTVPFEDKAGKVTERVVHSFRLPALVNVDGVMVAIADARYDTSNDNSLIDTVAKYSVDDGETWETQIAIKNSRVSSVSRVVDPTVIVKGNKLYVLVGSYYSSRSYWSSHGDARDWDILLAVGEVTKSIAGGKITASIKWGSPVSLKKFFPAEMEGMHTNQFLGGAGVAIVASNGNLVYPVQVTNKRKQVFSKIFYSEDDGKTWKFGKGRSDFGCSEPVALEWEGKLIINTRVDWKRRLVYESSDMGNTWVEAVGTLSRVWGPSPKSDHPGSQSSFTAVTIEGMRVMLFTHPLNFKGRWLRDRLNLWLTDNQRIYNVGQVSIGDENSAYSSVLYKDDKLYCLHEINTDEVYSLVFARLVGELRIIKSVLRSWKNWDSHLSSICTPADPAASSSESGCGPAVTTVGLVGFLSGNASQNVWEDAYRCVNASTANAERVRNGLKFAGVGGGALWPVSQQGQNQRYRFANHAFTLVASVTIHEAPRAAS.... The pKd is 4.8. (4) The drug is O=c1ncn2nc(Sc3ccc(F)cc3F)ccc2c1-c1c(Cl)cccc1Cl. The target protein (O94921) has sequence MCDLIEPQPAEKIGKMKKLRRTLSESFSRIALKKDDTTFDEICVTKMSTRNCQGMDSVIKPLDTIPEDKKVRVQRTQSTFDPFEKPANQVKRVHSENNACINFKTSSTGKESPKVRRHSSPSSPTSPKFGKADSYEKLEKLGEGSYATVYKGKSKVNGKLVALKVIRLQEEEGTPFTAIREASLLKGLKHANIVLLHDIIHTKETLTLVFEYVHTDLCQYMDKHPGGLHPDNVKLFLFQLLRGLSYIHQRYILHRDLKPQNLLISDTGELKLADFGLARAKSVPSHTYSNEVVTLWYRPPDVLLGSTEYSTCLDMWGVGCIFVEMIQGVAAFPGMKDIQDQLERIFLVLGTPNEDTWPGVHSLPHFKPERFTLYSSKNLRQAWNKLSYVNHAEDLASKLLQCSPKNRLSAQAALSHEYFSDLPPRLWELTDMSSIFTVPNVRLQPEAGESMRAFGKNNSYGKSLSNSKH. The pKd is 5.0.